From a dataset of Reaction yield outcomes from USPTO patents with 853,638 reactions. Predict the reaction yield, written as a fraction of the theoretical maximum amount of product (1.0 means a 100% yield; for example, 0.34 means a 34% yield). (1) The reactants are Br[C:2]1[N:7]=[N:6][C:5]([NH2:8])=[N:4][C:3]=1[C:9]1[CH:14]=[CH:13][CH:12]=[CH:11][CH:10]=1.[CH3:15][C:16]1[CH:17]=[N:18][CH:19]=[C:20]([CH3:23])[C:21]=1[OH:22].C([O-])([O-])=O.[K+].[K+]. No catalyst specified. The product is [NH2:8][C:5]1[N:6]=[N:7][C:2]([N:18]2[CH:19]=[C:20]([CH3:23])[C:21](=[O:22])[C:16]([CH3:15])=[CH:17]2)=[C:3]([C:9]2[CH:14]=[CH:13][CH:12]=[CH:11][CH:10]=2)[N:4]=1. The yield is 0.0500. (2) The reactants are [Cl:1][C:2]1[C:3]([C:10]([OH:12])=O)=[N:4][C:5]([S:8][CH3:9])=[N:6][CH:7]=1.O.[NH2:14][NH2:15]. The catalyst is C1COCC1.O. The product is [Cl:1][C:2]1[C:3]([C:10]([NH:14][NH2:15])=[O:12])=[N:4][C:5]([S:8][CH3:9])=[N:6][CH:7]=1. The yield is 0.580. (3) The reactants are [NH2:1][C:2]1[N:3]=[C:4]([NH:17][CH:18]2[CH2:23][CH2:22][NH:21][CH2:20][CH2:19]2)[S:5][C:6]=1[C:7]([C:9]1[C:14]([F:15])=[CH:13][CH:12]=[CH:11][C:10]=1[F:16])=[O:8].C(N(CC)CC)C.[CH:31]([S:33](Cl)(=[O:35])=[O:34])=[CH2:32].Cl. The catalyst is C1COCC1. The product is [NH2:1][C:2]1[N:3]=[C:4]([NH:17][CH:18]2[CH2:23][CH2:22][N:21]([S:33]([CH:31]=[CH2:32])(=[O:35])=[O:34])[CH2:20][CH2:19]2)[S:5][C:6]=1[C:7]([C:9]1[C:14]([F:15])=[CH:13][CH:12]=[CH:11][C:10]=1[F:16])=[O:8]. The yield is 0.850. (4) The yield is 0.700. The reactants are [H-].C([Al+]CC(C)C)C(C)C.[Br:11][C:12]1[CH:13]=[C:14]([CH:18]([N:25]2[CH:29]=[C:28]([C:30]3[C:31]4[CH:38]=[CH:37][N:36]([CH2:39][O:40][CH2:41][CH2:42][Si:43]([CH3:46])([CH3:45])[CH3:44])[C:32]=4[N:33]=[CH:34][N:35]=3)[CH:27]=[N:26]2)[CH2:19][C:20](OCC)=[O:21])[CH:15]=[CH:16][CH:17]=1.C(Cl)Cl. The catalyst is CCCCCC. The product is [Br:11][C:12]1[CH:13]=[C:14]([CH:18]([N:25]2[CH:29]=[C:28]([C:30]3[C:31]4[CH:38]=[CH:37][N:36]([CH2:39][O:40][CH2:41][CH2:42][Si:43]([CH3:44])([CH3:46])[CH3:45])[C:32]=4[N:33]=[CH:34][N:35]=3)[CH:27]=[N:26]2)[CH2:19][CH:20]=[O:21])[CH:15]=[CH:16][CH:17]=1. (5) The reactants are [CH:1]1([Mg]Cl)[CH2:4][CH2:3][CH2:2]1.[Cl:7][C:8]1[N:13]=[CH:12][C:11]2[C:14](I)=[N:15][N:16]([C:17]([C:30]3[CH:35]=[CH:34][CH:33]=[CH:32][CH:31]=3)([C:24]3[CH:29]=[CH:28][CH:27]=[CH:26][CH:25]=3)[C:18]3[CH:23]=[CH:22][CH:21]=[CH:20][CH:19]=3)[C:10]=2[CH:9]=1.COC1C=CC=C(OC)C=1C1C=CC=CC=1P(C1CCCCC1)C1CCCCC1. The catalyst is [Cl-].[Zn+2].[Cl-].CC([O-])=O.CC([O-])=O.[Pd+2]. The product is [Cl:7][C:8]1[N:13]=[CH:12][C:11]2[C:14]([CH:1]3[CH2:4][CH2:3][CH2:2]3)=[N:15][N:16]([C:17]([C:18]3[CH:19]=[CH:20][CH:21]=[CH:22][CH:23]=3)([C:24]3[CH:25]=[CH:26][CH:27]=[CH:28][CH:29]=3)[C:30]3[CH:35]=[CH:34][CH:33]=[CH:32][CH:31]=3)[C:10]=2[CH:9]=1. The yield is 0.560.